Dataset: Forward reaction prediction with 1.9M reactions from USPTO patents (1976-2016). Task: Predict the product of the given reaction. Given the reactants [Cl:1][C:2]1[CH:18]=[CH:17][C:16]([Cl:19])=[CH:15][C:3]=1[O:4][C:5]1[C:10]([C:11]([O-:13])=O)=[CH:9][N:8]=[C:7]([CH3:14])[CH:6]=1.[Li+].C(N(C(C)C)C(C)C)C.F[P-](F)(F)(F)(F)F.N1(OC(N(C)C)=[N+](C)C)C2N=CC=CC=2N=N1.[CH:54]1([N:57]2[C:66]3[C:61](=[CH:62][CH:63]=[CH:64][CH:65]=3)[NH:60][CH2:59][CH2:58]2)[CH2:56][CH2:55]1.C(=O)(O)[O-].[Na+], predict the reaction product. The product is: [CH:54]1([N:57]2[C:66]3[C:61](=[CH:62][CH:63]=[CH:64][CH:65]=3)[N:60]([C:11]([C:10]3[CH:9]=[N:8][C:7]([CH3:14])=[CH:6][C:5]=3[O:4][C:3]3[CH:15]=[C:16]([Cl:19])[CH:17]=[CH:18][C:2]=3[Cl:1])=[O:13])[CH2:59][CH2:58]2)[CH2:56][CH2:55]1.